Dataset: Volume of distribution at steady state (VDss) regression data from Lombardo et al.. Task: Regression/Classification. Given a drug SMILES string, predict its absorption, distribution, metabolism, or excretion properties. Task type varies by dataset: regression for continuous measurements (e.g., permeability, clearance, half-life) or binary classification for categorical outcomes (e.g., BBB penetration, CYP inhibition). For this dataset (vdss_lombardo), we predict log10(VDss) (log10 of volume of distribution in L/kg). The molecule is O=[N+]([O-])OC1COC2C(O)COC12. The log10(VDss) is -0.0700.